From a dataset of Reaction yield outcomes from USPTO patents with 853,638 reactions. Predict the reaction yield, written as a fraction of the theoretical maximum amount of product (1.0 means a 100% yield; for example, 0.34 means a 34% yield). (1) The reactants are [O:1]1[CH2:6][CH2:5][C:4](=O)[CH2:3][CH2:2]1.C[Si]([N-][Si](C)(C)C)(C)C.[Li+].Cl[C:19](=O)[C:20]([O:22][CH2:23][CH3:24])=[O:21].[CH3:26][NH:27][NH2:28]. The catalyst is C1(C)C=CC=CC=1.O.CCO.CC(O)=O. The product is [CH3:26][N:27]1[C:4]2[CH2:3][CH2:2][O:1][CH2:6][C:5]=2[C:19]([C:20]([O:22][CH2:23][CH3:24])=[O:21])=[N:28]1. The yield is 0.500. (2) The reactants are [CH:1]1([O:5][C:6]2[C:15](B3OC(C)(C)C(C)(C)O3)=[CH:14][CH:13]=[C:12]3[C:7]=2[CH2:8][CH2:9][C@H:10]([CH3:29])[N:11]3[C:25]([O:27][CH3:28])=[O:26])[CH2:4][CH2:3][CH2:2]1.[CH2:30]([N:37]1[CH2:42][CH2:41][CH:40]([N:43]2[C:47]([F:48])=[C:46](Br)[CH:45]=[N:44]2)[CH2:39][CH2:38]1)[C:31]1[CH:36]=[CH:35][CH:34]=[CH:33][CH:32]=1.P([O-])([O-])([O-])=O.[K+].[K+].[K+]. The catalyst is CC(C1C=C(C(C)C)C(C2C=CC=C(P(C3CCCCC3)C3CCCCC3)C=2)=C(C(C)C)C=1)C.C1C=[C-]C(C2C(N)=CC=CC=2)=CC=1.Cl[Pd+].O1CCOCC1.O. The product is [CH2:30]([N:37]1[CH2:42][CH2:41][CH:40]([N:43]2[C:47]([F:48])=[C:46]([C:15]3[C:6]([O:5][CH:1]4[CH2:2][CH2:3][CH2:4]4)=[C:7]4[C:12](=[CH:13][CH:14]=3)[N:11]([C:25]([O:27][CH3:28])=[O:26])[C@@H:10]([CH3:29])[CH2:9][CH2:8]4)[CH:45]=[N:44]2)[CH2:39][CH2:38]1)[C:31]1[CH:36]=[CH:35][CH:34]=[CH:33][CH:32]=1. The yield is 0.390. (3) The reactants are N[C:2]1[CH:11]=[CH:10][C:9]2[C:4](=[CH:5][C:6]([Br:12])=[CH:7][CH:8]=2)[CH:3]=1.N([O-])=O.[Na+].[Cl:17]CCl. The catalyst is O.Cl.[Cu]Cl. The product is [Br:12][C:6]1[CH:5]=[C:4]2[C:9]([CH:10]=[CH:11][CH:2]=[C:3]2[Cl:17])=[CH:8][CH:7]=1. The yield is 0.430. (4) The reactants are Cl.Cl.[NH:3]1[CH2:8][CH2:7][CH:6]([C:9]2[N:13]3[CH2:14][CH2:15][CH2:16][CH2:17][C:12]3=[N:11][CH:10]=2)[CH2:5][CH2:4]1.C1CCN2C(=NCCC2)CC1.[Cl:29][C:30]1[CH:39]=[C:38]2[C:33]([CH:34]=[C:35]([S:40]([CH2:43][CH2:44][C:45](O)=[O:46])(=[O:42])=[O:41])[CH2:36][O:37]2)=[CH:32][CH:31]=1.CCN=C=NCCCN(C)C.C1C=CC2N(O)N=NC=2C=1. The product is [ClH:29].[Cl:29][C:30]1[CH:39]=[C:38]2[C:33]([CH:34]=[C:35]([S:40]([CH2:43][CH2:44][C:45]([N:3]3[CH2:4][CH2:5][CH:6]([C:9]4[N:13]5[CH2:14][CH2:15][CH2:16][CH2:17][C:12]5=[N:11][CH:10]=4)[CH2:7][CH2:8]3)=[O:46])(=[O:41])=[O:42])[CH2:36][O:37]2)=[CH:32][CH:31]=1. The yield is 0.860. The catalyst is C(#N)C.C(N(CC)CC)C. (5) The yield is 0.690. The product is [CH3:14][C:11]1[CH:12]=[CH:13][C:5]([CH2:4][C:1](=[O:3])[N:42]2[CH2:43][CH2:44][C:38]3([CH2:37][N:36]([CH:32]4[C:33]5[C:29](=[CH:28][C:27]([C:22]6[N:21]=[CH:26][CH:25]=[CH:24][N:23]=6)=[CH:35][CH:34]=5)[CH2:30][CH2:31]4)[CH2:39]3)[CH2:40][CH2:41]2)=[C:6]([CH:10]=1)[C:7]([OH:9])=[O:8]. No catalyst specified. The reactants are [C:1]([CH2:4][C:5]1[CH:13]=[CH:12][C:11]([CH3:14])=[CH:10][C:6]=1[C:7]([OH:9])=[O:8])([OH:3])=O.C(Cl)(=O)C.Cl.Cl.[N:21]1[CH:26]=[CH:25][CH:24]=[N:23][C:22]=1[C:27]1[CH:28]=[C:29]2[C:33](=[CH:34][CH:35]=1)[C@@H:32]([N:36]1[CH2:39][C:38]3([CH2:44][CH2:43][NH:42][CH2:41][CH2:40]3)[CH2:37]1)[CH2:31][CH2:30]2.C(N(CC)CC)C.